This data is from Forward reaction prediction with 1.9M reactions from USPTO patents (1976-2016). The task is: Predict the product of the given reaction. (1) Given the reactants C(OC(N[C@@H]1CCNC[C@@H]1C(OC)=O)=O)C1C=CC=CC=1.C(N(CC)C(C)C)(C)C.BrCCO.[CH2:35]([O:42][C:43]([NH:45][C@@H:46]1[CH2:51][CH2:50][N:49]([CH2:52][CH2:53][OH:54])[CH2:48][C@@H:47]1[C:55]([O:57][CH3:58])=[O:56])=[O:44])[C:36]1[CH:41]=[CH:40][CH:39]=[CH:38][CH:37]=1, predict the reaction product. The product is: [CH2:35]([O:42][C:43]([NH:45][C@@H:46]1[CH2:51][CH2:50][N:49]([CH2:52][CH2:53][OH:54])[CH2:48][C@H:47]1[C:55]([O:57][CH3:58])=[O:56])=[O:44])[C:36]1[CH:41]=[CH:40][CH:39]=[CH:38][CH:37]=1. (2) Given the reactants CC1(C)[O:6][CH:5]([CH2:7][O:8][C:9]2[CH:10]=[C:11]([C:15]3[NH:41][C:18]4=[N:19][CH:20]=[C:21]([NH:23][C:24](=[O:40])[C:25]5[C:30]([F:31])=[CH:29][CH:28]=[C:27]([NH:32][S:33]([CH2:36][CH2:37][CH3:38])(=[O:35])=[O:34])[C:26]=5[F:39])[CH:22]=[C:17]4[CH:16]=3)[CH:12]=[CH:13][CH:14]=2)[CH2:4][O:3]1.Cl, predict the reaction product. The product is: [OH:6][CH:5]([CH2:4][OH:3])[CH2:7][O:8][C:9]1[CH:10]=[C:11]([C:15]2[NH:41][C:18]3=[N:19][CH:20]=[C:21]([NH:23][C:24](=[O:40])[C:25]4[C:30]([F:31])=[CH:29][CH:28]=[C:27]([NH:32][S:33]([CH2:36][CH2:37][CH3:38])(=[O:35])=[O:34])[C:26]=4[F:39])[CH:22]=[C:17]3[CH:16]=2)[CH:12]=[CH:13][CH:14]=1. (3) Given the reactants [Li]CCCC.CCCCCC.C(NC(C)C)(C)C.[Li+].CC([N-]C(C)C)C.[C:27]1([CH3:37])[CH:32]=[CH:31][C:30]([CH2:33][C:34]([OH:36])=[O:35])=[CH:29][CH:28]=1.CC1C=CC(S(O[CH:49]2[CH2:54][CH2:53][O:52][CH2:51][CH2:50]2)(=O)=O)=CC=1, predict the reaction product. The product is: [CH3:37][C:27]1[CH:28]=[CH:29][C:30]([CH:33]([CH:49]2[CH2:54][CH2:53][O:52][CH2:51][CH2:50]2)[C:34]([OH:36])=[O:35])=[CH:31][CH:32]=1.